The task is: Predict which catalyst facilitates the given reaction.. This data is from Catalyst prediction with 721,799 reactions and 888 catalyst types from USPTO. Reactant: [CH3:1][O:2][C:3]([C:5]1[N:6]([CH3:11])[CH:7]=[C:8](Br)[CH:9]=1)=[O:4].[C:12]1(B(O)O)[CH:17]=[CH:16][CH:15]=[CH:14][CH:13]=1.C([O-])([O-])=O.[Na+].[Na+]. Product: [CH3:1][O:2][C:3]([C:5]1[N:6]([CH3:11])[CH:7]=[C:8]([C:12]2[CH:17]=[CH:16][CH:15]=[CH:14][CH:13]=2)[CH:9]=1)=[O:4]. The catalyst class is: 339.